From a dataset of NCI-60 drug combinations with 297,098 pairs across 59 cell lines. Regression. Given two drug SMILES strings and cell line genomic features, predict the synergy score measuring deviation from expected non-interaction effect. (1) Drug 1: CC1OCC2C(O1)C(C(C(O2)OC3C4COC(=O)C4C(C5=CC6=C(C=C35)OCO6)C7=CC(=C(C(=C7)OC)O)OC)O)O. Drug 2: CC1C(C(CC(O1)OC2CC(CC3=C2C(=C4C(=C3O)C(=O)C5=C(C4=O)C(=CC=C5)OC)O)(C(=O)CO)O)N)O.Cl. Cell line: SK-MEL-28. Synergy scores: CSS=46.5, Synergy_ZIP=-4.14, Synergy_Bliss=-2.35, Synergy_Loewe=-7.52, Synergy_HSA=-0.314. (2) Drug 1: CC(C1=C(C=CC(=C1Cl)F)Cl)OC2=C(N=CC(=C2)C3=CN(N=C3)C4CCNCC4)N. Drug 2: COCCOC1=C(C=C2C(=C1)C(=NC=N2)NC3=CC=CC(=C3)C#C)OCCOC.Cl. Cell line: RPMI-8226. Synergy scores: CSS=-5.92, Synergy_ZIP=2.25, Synergy_Bliss=1.90, Synergy_Loewe=-5.09, Synergy_HSA=-4.07. (3) Drug 1: CC1=C(C(=O)C2=C(C1=O)N3CC4C(C3(C2COC(=O)N)OC)N4)N. Drug 2: COCCOC1=C(C=C2C(=C1)C(=NC=N2)NC3=CC=CC(=C3)C#C)OCCOC.Cl. Cell line: SK-MEL-2. Synergy scores: CSS=32.5, Synergy_ZIP=5.87, Synergy_Bliss=9.45, Synergy_Loewe=-13.7, Synergy_HSA=4.01. (4) Drug 1: CS(=O)(=O)C1=CC(=C(C=C1)C(=O)NC2=CC(=C(C=C2)Cl)C3=CC=CC=N3)Cl. Drug 2: C1=CC(=C2C(=C1NCCNCCO)C(=O)C3=C(C=CC(=C3C2=O)O)O)NCCNCCO. Cell line: SNB-75. Synergy scores: CSS=55.3, Synergy_ZIP=18.4, Synergy_Bliss=15.6, Synergy_Loewe=-43.5, Synergy_HSA=14.1. (5) Drug 1: COC1=CC(=CC(=C1O)OC)C2C3C(COC3=O)C(C4=CC5=C(C=C24)OCO5)OC6C(C(C7C(O6)COC(O7)C8=CC=CS8)O)O. Drug 2: C1=C(C(=O)NC(=O)N1)N(CCCl)CCCl. Cell line: RPMI-8226. Synergy scores: CSS=55.4, Synergy_ZIP=-3.70, Synergy_Bliss=-4.03, Synergy_Loewe=-14.7, Synergy_HSA=0.707.